This data is from NCI-60 drug combinations with 297,098 pairs across 59 cell lines. The task is: Regression. Given two drug SMILES strings and cell line genomic features, predict the synergy score measuring deviation from expected non-interaction effect. (1) Drug 2: C(CC(=O)O)C(=O)CN.Cl. Synergy scores: CSS=3.74, Synergy_ZIP=-2.09, Synergy_Bliss=-3.09, Synergy_Loewe=-3.07, Synergy_HSA=-3.61. Drug 1: CC1=CC2C(CCC3(C2CCC3(C(=O)C)OC(=O)C)C)C4(C1=CC(=O)CC4)C. Cell line: NCI-H460. (2) Drug 2: B(C(CC(C)C)NC(=O)C(CC1=CC=CC=C1)NC(=O)C2=NC=CN=C2)(O)O. Cell line: HOP-62. Drug 1: C1CC(=O)NC(=O)C1N2CC3=C(C2=O)C=CC=C3N. Synergy scores: CSS=6.42, Synergy_ZIP=-1.24, Synergy_Bliss=3.11, Synergy_Loewe=2.65, Synergy_HSA=1.18.